Dataset: Reaction yield outcomes from USPTO patents with 853,638 reactions. Task: Predict the reaction yield, written as a fraction of the theoretical maximum amount of product (1.0 means a 100% yield; for example, 0.34 means a 34% yield). (1) The reactants are [C:1]([O:5][C:6]([N:8]1[CH2:13][CH2:12][CH:11]([C@@H:14]([NH2:16])[CH3:15])[CH2:10][CH2:9]1)=[O:7])([CH3:4])([CH3:3])[CH3:2].[Cl:17][C:18]1[CH:23]=[C:22]([N+:24]([O-:26])=[O:25])[C:21]([O:27][CH3:28])=[CH:20][C:19]=1[CH:29]=[CH2:30].C1(C=CC(O)=CC=1)O. The catalyst is CC(O)C. The product is [Cl:17][C:18]1[CH:23]=[C:22]([N+:24]([O-:26])=[O:25])[C:21]([O:27][CH3:28])=[CH:20][C:19]=1[CH2:29][CH2:30][NH:16][C@H:14]([CH:11]1[CH2:12][CH2:13][N:8]([C:6]([O:5][C:1]([CH3:4])([CH3:3])[CH3:2])=[O:7])[CH2:9][CH2:10]1)[CH3:15]. The yield is 0.480. (2) The reactants are O[C:2]1[CH:7]=[C:6]([C:8]2[N:9]=[C:10]([CH:13]([CH3:15])[CH3:14])[S:11][CH:12]=2)[N:5]=[C:4]2[C:16]3[C:22]([Br:23])=[C:21]([O:24][CH3:25])[CH:20]=[CH:19][C:17]=3[O:18][C:3]=12.O=P(Cl)(Cl)[Cl:28]. No catalyst specified. The product is [Br:23][C:22]1[C:16]2[C:4]3[C:3]([O:18][C:17]=2[CH:19]=[CH:20][C:21]=1[O:24][CH3:25])=[C:2]([Cl:28])[CH:7]=[C:6]([C:8]1[N:9]=[C:10]([CH:13]([CH3:15])[CH3:14])[S:11][CH:12]=1)[N:5]=3. The yield is 0.160. (3) The reactants are [F:1][C:2]1[CH:24]=[CH:23][C:5]([O:6][C:7]2[CH:8]=[C:9]3[C:13](=[CH:14][C:15]=2[C:16]([NH2:18])=[O:17])[N:12]([CH2:19][CH:20]([CH3:22])[CH3:21])[N:11]=[CH:10]3)=[CH:4][CH:3]=1.C(N1C=CN=C1)(N1C=CN=C1)=O.[CH3:37][N:38]([C:43]1[CH:48]=[CH:47][CH:46]=[CH:45][CH:44]=1)[CH2:39][CH2:40][CH2:41]N. The catalyst is C1COCC1. The product is [CH3:37][N:38]([C:43]1[CH:48]=[CH:47][CH:46]=[CH:45][CH:44]=1)[CH2:39][CH2:40][CH2:41][NH:18][C:16]([C:15]1[CH:14]=[C:13]2[C:9]([CH:10]=[N:11][N:12]2[CH2:19][CH:20]([CH3:22])[CH3:21])=[CH:8][C:7]=1[O:6][C:5]1[CH:23]=[CH:24][C:2]([F:1])=[CH:3][CH:4]=1)=[O:17]. The yield is 0.780.